This data is from NCI-60 drug combinations with 297,098 pairs across 59 cell lines. The task is: Regression. Given two drug SMILES strings and cell line genomic features, predict the synergy score measuring deviation from expected non-interaction effect. (1) Drug 1: C1=C(C(=O)NC(=O)N1)F. Drug 2: CN(CCCl)CCCl.Cl. Cell line: UO-31. Synergy scores: CSS=30.4, Synergy_ZIP=-4.39, Synergy_Bliss=-1.13, Synergy_Loewe=-0.797, Synergy_HSA=0.322. (2) Drug 1: CCC1(CC2CC(C3=C(CCN(C2)C1)C4=CC=CC=C4N3)(C5=C(C=C6C(=C5)C78CCN9C7C(C=CC9)(C(C(C8N6C=O)(C(=O)OC)O)OC(=O)C)CC)OC)C(=O)OC)O.OS(=O)(=O)O. Drug 2: CC1=C2C(C(=O)C3(C(CC4C(C3C(C(C2(C)C)(CC1OC(=O)C(C(C5=CC=CC=C5)NC(=O)C6=CC=CC=C6)O)O)OC(=O)C7=CC=CC=C7)(CO4)OC(=O)C)O)C)OC(=O)C. Cell line: SNB-75. Synergy scores: CSS=11.0, Synergy_ZIP=-3.07, Synergy_Bliss=1.79, Synergy_Loewe=-0.447, Synergy_HSA=1.97. (3) Drug 1: C1=C(C(=O)NC(=O)N1)F. Drug 2: CC1CCC2CC(C(=CC=CC=CC(CC(C(=O)C(C(C(=CC(C(=O)CC(OC(=O)C3CCCCN3C(=O)C(=O)C1(O2)O)C(C)CC4CCC(C(C4)OC)O)C)C)O)OC)C)C)C)OC. Cell line: MOLT-4. Synergy scores: CSS=47.6, Synergy_ZIP=2.53, Synergy_Bliss=-0.396, Synergy_Loewe=9.21, Synergy_HSA=10.7. (4) Drug 1: C1=CC(=CC=C1CCCC(=O)O)N(CCCl)CCCl. Drug 2: C1CNP(=O)(OC1)N(CCCl)CCCl. Synergy scores: CSS=2.24, Synergy_ZIP=-3.56, Synergy_Bliss=-4.18, Synergy_Loewe=-26.2, Synergy_HSA=-9.52. Cell line: SF-539. (5) Drug 1: CN1C(=O)N2C=NC(=C2N=N1)C(=O)N. Drug 2: CCN(CC)CCCC(C)NC1=C2C=C(C=CC2=NC3=C1C=CC(=C3)Cl)OC. Cell line: KM12. Synergy scores: CSS=28.0, Synergy_ZIP=-1.98, Synergy_Bliss=1.34, Synergy_Loewe=-26.2, Synergy_HSA=0.904. (6) Cell line: MDA-MB-231. Drug 1: CC=C1C(=O)NC(C(=O)OC2CC(=O)NC(C(=O)NC(CSSCCC=C2)C(=O)N1)C(C)C)C(C)C. Synergy scores: CSS=39.7, Synergy_ZIP=4.03, Synergy_Bliss=5.38, Synergy_Loewe=-30.2, Synergy_HSA=2.82. Drug 2: CC(C)CN1C=NC2=C1C3=CC=CC=C3N=C2N. (7) Drug 1: C1=C(C(=O)NC(=O)N1)F. Drug 2: CC12CCC3C(C1CCC2O)C(CC4=C3C=CC(=C4)O)CCCCCCCCCS(=O)CCCC(C(F)(F)F)(F)F. Cell line: HCT116. Synergy scores: CSS=28.9, Synergy_ZIP=-2.54, Synergy_Bliss=-8.43, Synergy_Loewe=-9.13, Synergy_HSA=-7.25.